Predict which catalyst facilitates the given reaction. From a dataset of Catalyst prediction with 721,799 reactions and 888 catalyst types from USPTO. (1) Reactant: [Br:1][C:2]1[CH:7]=[C:6]([CH:8]([CH2:10][CH3:11])[CH3:9])[CH:5]=[CH:4][C:3]=1[OH:12].[C:13](=O)([O-])[O-].[K+].[K+].IC.C(OCC)(=O)C. Product: [Br:1][C:2]1[CH:7]=[C:6]([CH:8]([CH2:10][CH3:11])[CH3:9])[CH:5]=[CH:4][C:3]=1[O:12][CH3:13]. The catalyst class is: 35. (2) Reactant: [F:1][C:2]1[CH:3]=[C:4]([CH:13]=[CH:14][C:15]=1[OH:16])/[CH:5]=[C:6]1\[N:7]=[C:8]([CH3:12])[O:9][C:10]\1=O.[CH3:17][NH2:18].C(=O)([O-])[O-].[K+].[K+].Cl. Product: [F:1][C:2]1[CH:3]=[C:4]([CH:13]=[CH:14][C:15]=1[OH:16])/[CH:5]=[C:6]1\[N:7]=[C:8]([CH3:12])[N:18]([CH3:17])[C:10]\1=[O:9]. The catalyst class is: 40. (3) Reactant: [Cl:1][C:2]1[CH:3]=[C:4]([C:12]2[O:16][N:15]=[C:14]([C:17]3[C:18]([CH3:34])=[C:19]4[C:24](=[CH:25][CH:26]=3)[CH2:23][N:22](C(OC(C)(C)C)=O)[CH2:21][CH2:20]4)[N:13]=2)[CH:5]=[N:6][C:7]=1[O:8][CH:9]([CH3:11])[CH3:10].FC(F)(F)C(O)=O. Product: [Cl:1][C:2]1[CH:3]=[C:4]([C:12]2[O:16][N:15]=[C:14]([C:17]3[C:18]([CH3:34])=[C:19]4[C:24](=[CH:25][CH:26]=3)[CH2:23][NH:22][CH2:21][CH2:20]4)[N:13]=2)[CH:5]=[N:6][C:7]=1[O:8][CH:9]([CH3:10])[CH3:11]. The catalyst class is: 2. (4) Reactant: [OH:1][CH:2]1[CH2:7][CH2:6][NH:5][CH2:4][CH2:3]1.Cl[C:9]1[N:13]([CH2:14][C:15]2[CH:20]=[CH:19][C:18]([F:21])=[CH:17][CH:16]=2)[C:12]2[CH:22]=[CH:23][CH:24]=[CH:25][C:11]=2[N:10]=1. Product: [F:21][C:18]1[CH:19]=[CH:20][C:15]([CH2:14][N:13]2[C:12]3[CH:22]=[CH:23][CH:24]=[CH:25][C:11]=3[N:10]=[C:9]2[N:5]2[CH2:6][CH2:7][CH:2]([OH:1])[CH2:3][CH2:4]2)=[CH:16][CH:17]=1. The catalyst class is: 84.